The task is: Predict which catalyst facilitates the given reaction.. This data is from Catalyst prediction with 721,799 reactions and 888 catalyst types from USPTO. (1) Reactant: [CH3:1][NH:2][CH2:3][CH2:4][C@H:5]([O:11][C:12]1[CH:13]=[CH:14][CH:15]=[C:16]2[CH:21]=[CH:20][CH:19]=[CH:18][C:17]=12)[C:6]1[S:10][CH:9]=[CH:8][CH:7]=1.C(O)(=O)C.C[Si](C)(C)[Cl:28].Cl[SiH3]. Product: [CH3:1][NH:2][CH2:3][CH2:4][C@H:5]([O:11][C:12]1[CH:13]=[CH:14][CH:15]=[C:16]2[CH:21]=[CH:20][CH:19]=[CH:18][C:17]=12)[C:6]1[S:10][CH:9]=[CH:8][CH:7]=1.[ClH:28]. The catalyst class is: 413. (2) Reactant: [NH2:1][C:2]1[CH:16]=[C:15]([F:17])[CH:14]=[C:13]([F:18])[C:3]=1[CH2:4][NH:5][CH:6]1[CH2:10][C:9](=[O:11])[NH:8][C:7]1=[O:12].[CH2:19](OC(OCC)OCC)C. Product: [F:18][C:13]1[CH:14]=[C:15]([F:17])[CH:16]=[C:2]2[C:3]=1[CH2:4][N:5]([CH:6]1[CH2:10][C:9](=[O:11])[NH:8][C:7]1=[O:12])[CH:19]=[N:1]2. The catalyst class is: 15. (3) Reactant: [F:1][C:2]1[CH:3]=[C:4]([CH:36]=[C:37]([F:39])[CH:38]=1)[CH2:5][C@@H:6]1[CH2:11][NH:10][CH2:9][CH2:8][N:7]1[C:12]([C:14]1[N:15]=[CH:16][N:17]([C@H:25]2[CH2:30][CH2:29][CH2:28][CH2:27][C@@H:26]2[NH:31][C:32](=[O:35])[O:33][CH3:34])[C:18]=1[C:19]1[CH:24]=[CH:23][CH:22]=[CH:21][CH:20]=1)=[O:13].[C:40]([OH:47])(=[O:46])[CH2:41][CH2:42][C:43]([OH:45])=[O:44]. Product: [C:40]([OH:47])(=[O:46])[CH2:41][CH2:42][C:43]([OH:45])=[O:44].[F:39][C:37]1[CH:36]=[C:4]([CH:3]=[C:2]([F:1])[CH:38]=1)[CH2:5][C@@H:6]1[CH2:11][NH:10][CH2:9][CH2:8][N:7]1[C:12]([C:14]1[N:15]=[CH:16][N:17]([C@H:25]2[CH2:30][CH2:29][CH2:28][CH2:27][C@@H:26]2[NH:31][C:32](=[O:35])[O:33][CH3:34])[C:18]=1[C:19]1[CH:20]=[CH:21][CH:22]=[CH:23][CH:24]=1)=[O:13]. The catalyst class is: 8. (4) Reactant: [NH2:1][C:2]1[CH:3]=[C:4]2[C:9](=[O:10])[N:8]([CH3:11])[C:6](=[O:7])[C:5]2=[CH:12][CH:13]=1.[Br:14][CH2:15][CH2:16]Br.C(=O)(O)[O-].[Na+].O. Product: [Br:14][CH2:15][CH2:16][NH:1][C:2]1[CH:3]=[C:4]2[C:9](=[O:10])[N:8]([CH3:11])[C:6](=[O:7])[C:5]2=[CH:12][CH:13]=1. The catalyst class is: 3. (5) Reactant: [Si]([O:8][CH:9]([CH:19]1[CH2:28][CH2:27][C:26]2[C:21](=[CH:22][CH:23]=[C:24]([O:29][C:30]3[CH:35]=[CH:34][CH:33]=[CH:32][CH:31]=3)[CH:25]=2)[CH2:20]1)[C:10]1[O:14][C:13]([C:15]([O:17][CH3:18])=[O:16])=[N:12][N:11]=1)(C(C)(C)C)(C)C. Product: [OH:8][CH:9]([CH:19]1[CH2:28][CH2:27][C:26]2[C:21](=[CH:22][CH:23]=[C:24]([O:29][C:30]3[CH:31]=[CH:32][CH:33]=[CH:34][CH:35]=3)[CH:25]=2)[CH2:20]1)[C:10]1[O:14][C:13]([C:15]([O:17][CH3:18])=[O:16])=[N:12][N:11]=1. The catalyst class is: 49. (6) Reactant: NC1C=CNN=1.O/[CH:8]=[C:9]1\[C:10](=[O:18])[NH:11][C:12]2[C:17]\1=[CH:16][CH:15]=[CH:14][CH:13]=2.[CH3:19][O:20][C:21]1[CH:26]=[CH:25][CH:24]=[CH:23][C:22]=1[C:27]1[CH:28]=[C:29]([NH2:32])[NH:30][N:31]=1. Product: [CH3:19][O:20][C:21]1[CH:26]=[CH:25][CH:24]=[CH:23][C:22]=1[C:27]1[CH:28]=[C:29]([NH:32][CH:8]=[C:9]2[C:17]3[C:12](=[CH:13][CH:14]=[CH:15][CH:16]=3)[NH:11][C:10]2=[O:18])[NH:30][N:31]=1. The catalyst class is: 7. (7) Reactant: [O:1]1[CH:5]=[CH:4][CH:3]=[C:2]1[C:6]1[NH:14][C:13]([NH2:15])=[N:12][C:11]2[C:7]=1[N:8]=[CH:9][N:10]=2.O[CH2:17][CH2:18][C:19]1[CH:24]=[CH:23][CH:22]=[CH:21][N:20]=1.N(C(OC(C)(C)C)=O)=NC(OC(C)(C)C)=O. Product: [O:1]1[CH:5]=[CH:4][CH:3]=[C:2]1[C:6]1[N:14]=[C:13]([NH2:15])[N:12]=[C:11]2[C:7]=1[N:8]=[CH:9][N:10]2[CH2:17][CH2:18][C:19]1[CH:24]=[CH:23][CH:22]=[CH:21][N:20]=1. The catalyst class is: 3.